This data is from Forward reaction prediction with 1.9M reactions from USPTO patents (1976-2016). The task is: Predict the product of the given reaction. (1) Given the reactants [NH2:1][C:2](=O)[C@@H:3]([NH:12][C:13]([C@@H:15]1[CH2:20][CH2:19][CH2:18][CH2:17][N:16]1[C:21]([O:23][C:24]([CH3:27])([CH3:26])[CH3:25])=[O:22])=[O:14])[CH2:4][C:5]1[CH:10]=[CH:9][C:8]([I:11])=[CH:7][CH:6]=1.[OH-].COC(NS([N+](CC)(CC)CC)(=O)=O)=O, predict the reaction product. The product is: [C:2]([C@@H:3]([NH:12][C:13]([C@@H:15]1[CH2:20][CH2:19][CH2:18][CH2:17][N:16]1[C:21]([O:23][C:24]([CH3:27])([CH3:26])[CH3:25])=[O:22])=[O:14])[CH2:4][C:5]1[CH:10]=[CH:9][C:8]([I:11])=[CH:7][CH:6]=1)#[N:1]. (2) The product is: [OH:8][C:9]1[CH:14]=[CH:13][C:12]([C:15](=[O:38])[CH:16]([CH3:37])[C:17](=[O:36])[CH2:18][CH2:19][C:20]2[CH:25]=[CH:24][C:23]([OH:26])=[C:22]([O:34][CH3:35])[CH:21]=2)=[CH:11][C:10]=1[O:39][CH3:40]. Given the reactants [Si]([O:8][C:9]1[CH:14]=[CH:13][C:12]([C:15](=[O:38])[CH:16]([CH3:37])[C:17](=[O:36])[CH2:18][CH2:19][C:20]2[CH:25]=[CH:24][C:23]([O:26][Si](C(C)(C)C)(C)C)=[C:22]([O:34][CH3:35])[CH:21]=2)=[CH:11][C:10]=1[O:39][CH3:40])(C(C)(C)C)(C)C.[F-].C([N+](CCCC)(CCCC)CCCC)CCC, predict the reaction product. (3) Given the reactants [OH:1][NH:2][C:3](=[NH:14])[C:4]1[CH:9]=[CH:8][CH:7]=[C:6]([S:10](=[O:13])(=[O:12])[NH2:11])[CH:5]=1.[CH2:15]([O:17][C:18]1[CH:19]=[C:20]([C:28]2[CH:33]=[C:32]([C:34]([F:37])([F:36])[F:35])[N:31]=[C:30]([C:38](O)=O)[N:29]=2)[CH:21]=[CH:22][C:23]=1[C:24]([F:27])([F:26])[F:25])[CH3:16], predict the reaction product. The product is: [CH2:15]([O:17][C:18]1[CH:19]=[C:20]([C:28]2[CH:33]=[C:32]([C:34]([F:36])([F:37])[F:35])[N:31]=[C:30]([C:38]3[O:1][N:2]=[C:3]([C:4]4[CH:5]=[C:6]([S:10]([NH2:11])(=[O:12])=[O:13])[CH:7]=[CH:8][CH:9]=4)[N:14]=3)[N:29]=2)[CH:21]=[CH:22][C:23]=1[C:24]([F:25])([F:26])[F:27])[CH3:16].